This data is from Full USPTO retrosynthesis dataset with 1.9M reactions from patents (1976-2016). The task is: Predict the reactants needed to synthesize the given product. (1) Given the product [C@@H:7]1([N:6]2[CH:15]=[CH:2][C:3]([NH2:17])=[N:4][C:5]2=[O:16])[O:14][C@H:11]([CH2:12][OH:13])[C@@H:9]([OH:10])[CH2:8]1, predict the reactants needed to synthesize it. The reactants are: I[C:2]1[C:3]([NH2:17])=[N:4][C:5](=[O:16])[N:6]([CH:15]=1)[C@@H:7]1[O:14][C@H:11]([CH2:12][OH:13])[C@@H:9]([OH:10])[CH2:8]1. (2) Given the product [OH:19][C:18]1[N:20]=[C:10]([CH3:11])[C:9]([CH3:13])=[CH:8][C:17]=1[C:15]#[N:16], predict the reactants needed to synthesize it. The reactants are: N1CCCCC1.O[CH:8]=[C:9]([CH3:13])[C:10](=O)[CH3:11].[Na].[C:15]([CH2:17][C:18]([NH2:20])=[O:19])#[N:16]. (3) Given the product [CH3:22][O:23][C:24]1[CH:52]=[CH:51][C:50]([O:53][CH3:54])=[CH:49][C:25]=1[CH2:26][C:27]1[C:35]2[C:30](=[CH:31][CH:32]=[CH:33][C:34]=2[CH2:36][CH2:37][C:38]2[CH:39]=[CH:40][C:41]([C:42]([O:44][CH3:45])=[O:43])=[CH:46][CH:47]=2)[CH2:29][CH:28]=1.[CH3:22][O:23][C:24]1[CH:52]=[CH:51][C:50]([O:53][CH3:54])=[CH:49][C:25]=1/[CH:26]=[C:27]1\[CH2:28][CH2:29][C:30]2[C:35]\1=[C:34]([CH2:36][CH2:37][C:38]1[CH:39]=[CH:40][C:41]([C:42]([O:44][CH3:45])=[O:43])=[CH:46][CH:47]=1)[CH:33]=[CH:32][CH:31]=2, predict the reactants needed to synthesize it. The reactants are: BrC1C=CC=C2C=1C(CC1C=C(OC)C=C(OC)C=1)=CC2.[CH3:22][O:23][C:24]1[CH:52]=[CH:51][C:50]([O:53][CH3:54])=[CH:49][C:25]=1[CH2:26][C:27]1(O)[C:35]2[C:30](=[CH:31][CH:32]=[CH:33][C:34]=2[CH2:36][CH2:37][C:38]2[CH:47]=[CH:46][C:41]([C:42]([O:44][CH3:45])=[O:43])=[CH:40][CH:39]=2)[CH2:29][CH2:28]1.C1(C)C=CC(S(O)(=O)=O)=CC=1. (4) Given the product [CH3:1][C:2]1[C:7]([O:8][C:11]2[C:20]3[C:15](=[CH:16][C:17]([O:23][CH3:24])=[C:18]([O:21][CH3:22])[CH:19]=3)[N:14]=[CH:13][CH:12]=2)=[CH:6][CH:5]=[C:4]([CH3:9])[N:3]=1, predict the reactants needed to synthesize it. The reactants are: [CH3:1][C:2]1[C:7]([OH:8])=[CH:6][CH:5]=[C:4]([CH3:9])[N:3]=1.Cl[C:11]1[C:20]2[C:15](=[CH:16][C:17]([O:23][CH3:24])=[C:18]([O:21][CH3:22])[CH:19]=2)[N:14]=[CH:13][CH:12]=1.